Dataset: Forward reaction prediction with 1.9M reactions from USPTO patents (1976-2016). Task: Predict the product of the given reaction. (1) The product is: [CH2:1]([N:3]([CH2:20][CH3:21])[CH2:4][CH2:5][N:6]1[CH2:12][CH2:11][CH2:10][C:9]2[NH:13][C:14]([CH:17]=[C:32]3[C:31]4[C:35](=[CH:36][CH:37]=[CH:38][C:30]=4[C:24]4[CH:25]=[CH:26][CH:27]=[C:28]([F:29])[C:23]=4[F:22])[NH:34][C:33]3=[O:39])=[C:15]([CH3:16])[C:8]=2[C:7]1=[O:19])[CH3:2]. Given the reactants [CH2:1]([N:3]([CH2:20][CH3:21])[CH2:4][CH2:5][N:6]1[CH2:12][CH2:11][CH2:10][C:9]2[NH:13][C:14]([CH:17]=O)=[C:15]([CH3:16])[C:8]=2[C:7]1=[O:19])[CH3:2].[F:22][C:23]1[C:28]([F:29])=[CH:27][CH:26]=[CH:25][C:24]=1[C:30]1[CH:38]=[CH:37][CH:36]=[C:35]2[C:31]=1[CH2:32][C:33](=[O:39])[NH:34]2, predict the reaction product. (2) The product is: [CH3:41][C:27]([CH3:26])=[CH:28][CH2:29][CH2:30][C:31]1([C:11]2[CH:12]=[CH:13][CH:14]=[CH:15][CH:16]=2)[CH2:35][CH:32]1[CH2:33][OH:34]. Given the reactants [C:11]1(OP([O-])(O[C:11]2[CH:16]=[CH:15][CH:14]=[CH:13][CH:12]=2)=O)[CH:16]=[CH:15][CH:14]=[CH:13][CH:12]=1.C([Zn]CC)C.ICI.[CH3:26][C:27]([CH3:41])=[CH:28][CH2:29][CH2:30]/[C:31](/[C:35]1C=CC=CC=1)=[CH:32]/[CH2:33][OH:34], predict the reaction product. (3) Given the reactants C[O:2][C:3](=[O:16])[CH:4]([O:12]C(=O)C)[C:5]1[CH:10]=[CH:9][CH:8]=[C:7]([Br:11])[N:6]=1.[OH-].[K+:18], predict the reaction product. The product is: [Br:11][C:7]1[N:6]=[C:5]([CH:4]([OH:12])[C:3]([O-:16])=[O:2])[CH:10]=[CH:9][CH:8]=1.[K+:18]. (4) The product is: [ClH:10].[N:46]1([C:44]2[CH:43]=[CH:42][C:41]([NH:60][S:61]([C:64]3[CH:69]=[CH:68][CH:67]=[CH:66][CH:65]=3)(=[O:63])=[O:62])=[C:40]([NH:39][S:7]([C:1]3[CH:6]=[CH:5][CH:4]=[CH:3][CH:2]=3)(=[O:9])=[O:8])[CH:45]=2)[CH2:52][CH2:51][CH2:50][NH:49][CH2:48][CH2:47]1. Given the reactants [C:1]1([S:7]([Cl:10])(=[O:9])=[O:8])[CH:6]=[CH:5][CH:4]=[CH:3][CH:2]=1.NC1C=CC(N2CCCN(C(OC(C)(C)C)=O)CC2)=CC=1N.N1C=CC=CC=1.[NH2:39][C:40]1[CH:45]=[C:44]([N:46]2[CH2:52][CH2:51][CH2:50][N:49](C(OC(C)(C)C)=O)[CH2:48][CH2:47]2)[CH:43]=[CH:42][C:41]=1[NH:60][S:61]([C:64]1[CH:69]=[CH:68][CH:67]=[CH:66][CH:65]=1)(=[O:63])=[O:62].Cl.CCOCC, predict the reaction product. (5) The product is: [OH:15][C:16]1[CH:33]=[CH:32][C:31]2[C@@H:30]3[C@H:21]([C@H:22]4[C@@:26]([CH2:28][C@@H:29]3[C:34]3[CH:39]=[CH:38][C:37]([O:40][CH2:41][CH2:42][CH2:43][CH2:44][CH2:45][S:46]([CH2:49][CH2:50][CH2:51][C:52]([F:58])([F:57])[C:53]([F:56])([F:55])[F:54])(=[O:48])=[O:47])=[CH:36][CH:35]=3)([CH3:27])[C:25](=[N:2][NH2:3])[CH2:24][CH2:23]4)[CH2:20][CH2:19][C:18]=2[CH:17]=1. Given the reactants O.[NH2:2][NH2:3].C1(C)C=CC(S(O)(=O)=O)=CC=1.[OH:15][C:16]1[CH:33]=[CH:32][C:31]2[C@@H:30]3[C@H:21]([C@H:22]4[C@@:26]([CH2:28][C@@H:29]3[C:34]3[CH:39]=[CH:38][C:37]([O:40][CH2:41][CH2:42][CH2:43][CH2:44][CH2:45][S:46]([CH2:49][CH2:50][CH2:51][C:52]([F:58])([F:57])[C:53]([F:56])([F:55])[F:54])(=[O:48])=[O:47])=[CH:36][CH:35]=3)([CH3:27])[C:25](=O)[CH2:24][CH2:23]4)[CH2:20][CH2:19][C:18]=2[CH:17]=1.C(=O)(O)[O-].[Na+], predict the reaction product. (6) Given the reactants [C:1]([O:4][CH2:5][C@H:6]([CH3:19])[CH2:7][CH:8]([NH:15][C:16](=[O:18])[CH3:17])[C:9]1[S:10][C:11](Br)=[CH:12][CH:13]=1)(=[O:3])[CH3:2].[C:20]1([CH2:26][CH2:27][CH2:28][C:29]#[CH:30])[CH:25]=[CH:24][CH:23]=[CH:22][CH:21]=1.C(N(CC)CC)C.O, predict the reaction product. The product is: [C:1]([O:4][CH2:5][C@H:6]([CH3:19])[CH2:7][CH:8]([NH:15][C:16](=[O:18])[CH3:17])[C:9]1[S:10][C:11]([C:30]#[C:29][CH2:28][CH2:27][CH2:26][C:20]2[CH:25]=[CH:24][CH:23]=[CH:22][CH:21]=2)=[CH:12][CH:13]=1)(=[O:3])[CH3:2].